Dataset: Full USPTO retrosynthesis dataset with 1.9M reactions from patents (1976-2016). Task: Predict the reactants needed to synthesize the given product. (1) Given the product [O:26]1[CH:27]=[CH:28][C:24]([C:16]2[CH:17]=[CH:18][C:13]([C:11]3[NH:10][C:9]4[CH:22]=[C:5]([S:2]([CH3:1])(=[O:4])=[O:3])[CH:6]=[CH:7][C:8]=4[N:12]=3)=[CH:14][CH:15]=2)=[CH:25]1, predict the reactants needed to synthesize it. The reactants are: [CH3:1][S:2]([C:5]1[CH:6]=[CH:7][C:8]2[N:12]=[C:11]([C:13]3[CH:18]=[CH:17][C:16](B(O)O)=[CH:15][CH:14]=3)[NH:10][C:9]=2[CH:22]=1)(=[O:4])=[O:3].Br[C:24]1[CH:28]=[CH:27][O:26][CH:25]=1. (2) Given the product [Cl:24][C:14]1[CH:15]=[CH:16][C:17]([CH2:19][C:20]([NH:21][CH3:22])=[O:23])=[CH:18][C:13]=1[CH2:12][NH:8][CH:9]1[CH2:11][CH2:10]1, predict the reactants needed to synthesize it. The reactants are: Cl.C(OC(=O)[N:8]([CH2:12][C:13]1[CH:18]=[C:17]([CH2:19][C:20](=[O:23])[NH:21][CH3:22])[CH:16]=[CH:15][C:14]=1[Cl:24])[CH:9]1[CH2:11][CH2:10]1)(C)(C)C.[OH-].[Na+].